Dataset: Full USPTO retrosynthesis dataset with 1.9M reactions from patents (1976-2016). Task: Predict the reactants needed to synthesize the given product. (1) Given the product [Cl:1][C:2]1[CH:7]=[C:6]([Cl:8])[CH:5]=[CH:4][C:3]=1[N:9]1[C:13]2=[N:14][C:15]3[CH:20]=[CH:19][CH:18]=[C:17]([N:21]([CH2:24][CH3:25])[CH2:22][CH3:23])[C:16]=3[N:12]2[CH2:11][CH:10]1[CH2:26][C:27]([OH:29])=[O:28], predict the reactants needed to synthesize it. The reactants are: [Cl:1][C:2]1[CH:7]=[C:6]([Cl:8])[CH:5]=[CH:4][C:3]=1[N:9]1[C:13]2=[N:14][C:15]3[CH:20]=[CH:19][CH:18]=[C:17]([N:21]([CH2:24][CH3:25])[CH2:22][CH3:23])[C:16]=3[N:12]2[CH2:11][CH:10]1[CH2:26][C:27]([O:29]C)=[O:28].[OH-].[Na+].Cl. (2) Given the product [F:36][C:28]1[CH:29]=[C:30]([N+:33]([O-:35])=[O:34])[CH:31]=[CH:32][C:27]=1[O:26][C:20]1[C:19]2[C:24](=[CH:25][C:16]([O:15][CH2:14][CH:11]3[CH2:12][CH2:13][N:8]([CH3:6])[CH2:9][CH2:10]3)=[C:17]([O:37][CH3:38])[CH:18]=2)[N:23]=[CH:22][CH:21]=1, predict the reactants needed to synthesize it. The reactants are: C(O[C:6]([N:8]1[CH2:13][CH2:12][CH:11]([CH2:14][O:15][C:16]2[CH:25]=[C:24]3[C:19]([C:20]([O:26][C:27]4[CH:32]=[CH:31][C:30]([N+:33]([O-:35])=[O:34])=[CH:29][C:28]=4[F:36])=[CH:21][CH:22]=[N:23]3)=[CH:18][C:17]=2[O:37][CH3:38])[CH2:10][CH2:9]1)=O)(C)(C)C.C(O)(C(F)(F)F)=O.[BH-](OC(C)=O)(OC(C)=O)OC(C)=O.[Na+].C=O.